From a dataset of Peptide-MHC class I binding affinity with 185,985 pairs from IEDB/IMGT. Regression. Given a peptide amino acid sequence and an MHC pseudo amino acid sequence, predict their binding affinity value. This is MHC class I binding data. (1) The MHC is HLA-B45:01 with pseudo-sequence HLA-B45:01. The binding affinity (normalized) is 0.505. The peptide sequence is AETGSQGVY. (2) The peptide sequence is IALANIGFL. The MHC is HLA-A02:03 with pseudo-sequence HLA-A02:03. The binding affinity (normalized) is 0.241. (3) The peptide sequence is RRLAARGIL. The MHC is Mamu-B08 with pseudo-sequence Mamu-B08. The binding affinity (normalized) is 0.926. (4) The peptide sequence is HEVNGTWMI. The MHC is HLA-B15:42 with pseudo-sequence HLA-B15:42. The binding affinity (normalized) is 0.213.